From a dataset of Full USPTO retrosynthesis dataset with 1.9M reactions from patents (1976-2016). Predict the reactants needed to synthesize the given product. (1) Given the product [Br:1][C:2]1[CH:6]=[N:5][N:4]([CH3:7])[C:3]=1[C:8]1[CH:9]=[C:10]([NH:16][C:26]([NH:25][C:21]2[CH:22]=[CH:23][CH:24]=[C:19]([C:17]#[N:18])[CH:20]=2)=[O:27])[CH:11]=[CH:12][C:13]=1[O:14][CH3:15], predict the reactants needed to synthesize it. The reactants are: [Br:1][C:2]1[CH:6]=[N:5][N:4]([CH3:7])[C:3]=1[C:8]1[CH:9]=[C:10]([NH2:16])[CH:11]=[CH:12][C:13]=1[O:14][CH3:15].[C:17]([C:19]1[CH:20]=[C:21]([N:25]=[C:26]=[O:27])[CH:22]=[CH:23][CH:24]=1)#[N:18]. (2) Given the product [F:37][CH:2]([F:1])[O:3][C:4]1[CH:5]=[C:6]([C:11]2[N:16]=[C:15]([CH3:17])[N:14]=[C:13]([N:18]([CH2:19][C:20]3[CH:25]=[CH:24][C:23]([O:26][CH3:27])=[CH:22][CH:21]=3)[CH2:28][C:29]3[CH:34]=[CH:33][C:32]([O:35][CH3:36])=[CH:31][CH:30]=3)[N:12]=2)[C:7]([NH:38][C:39]2[CH:44]=[N:43][C:42]([O:45][CH3:46])=[CH:41][CH:40]=2)=[N:8][CH:9]=1, predict the reactants needed to synthesize it. The reactants are: [F:1][CH:2]([F:37])[O:3][C:4]1[CH:5]=[C:6]([C:11]2[N:16]=[C:15]([CH3:17])[N:14]=[C:13]([N:18]([CH2:28][C:29]3[CH:34]=[CH:33][C:32]([O:35][CH3:36])=[CH:31][CH:30]=3)[CH2:19][C:20]3[CH:25]=[CH:24][C:23]([O:26][CH3:27])=[CH:22][CH:21]=3)[N:12]=2)[C:7](F)=[N:8][CH:9]=1.[NH2:38][C:39]1[CH:40]=[CH:41][C:42]([O:45][CH3:46])=[N:43][CH:44]=1.C[Si]([N-][Si](C)(C)C)(C)C.[Li+].